Dataset: NCI-60 drug combinations with 297,098 pairs across 59 cell lines. Task: Regression. Given two drug SMILES strings and cell line genomic features, predict the synergy score measuring deviation from expected non-interaction effect. (1) Drug 1: C1=NC2=C(N=C(N=C2N1C3C(C(C(O3)CO)O)O)F)N. Drug 2: CCC1(C2=C(COC1=O)C(=O)N3CC4=CC5=C(C=CC(=C5CN(C)C)O)N=C4C3=C2)O.Cl. Cell line: PC-3. Synergy scores: CSS=27.2, Synergy_ZIP=-10.5, Synergy_Bliss=-6.20, Synergy_Loewe=-3.42, Synergy_HSA=-1.91. (2) Drug 1: CC1=CC=C(C=C1)C2=CC(=NN2C3=CC=C(C=C3)S(=O)(=O)N)C(F)(F)F. Drug 2: CC1C(C(CC(O1)OC2CC(CC3=C2C(=C4C(=C3O)C(=O)C5=CC=CC=C5C4=O)O)(C(=O)C)O)N)O. Cell line: SK-OV-3. Synergy scores: CSS=37.4, Synergy_ZIP=3.52, Synergy_Bliss=4.11, Synergy_Loewe=-5.51, Synergy_HSA=2.57.